From a dataset of Full USPTO retrosynthesis dataset with 1.9M reactions from patents (1976-2016). Predict the reactants needed to synthesize the given product. (1) Given the product [CH:1]1([NH:6][C:10](=[O:11])[O:12][CH2:13][CH3:14])[CH2:5][CH2:4][CH2:3][CH2:2]1, predict the reactants needed to synthesize it. The reactants are: [CH:1]1([NH2:6])[CH2:5][CH2:4][CH2:3][CH2:2]1.[OH-].[Na+].Cl[C:10]([O:12][CH2:13][CH3:14])=[O:11]. (2) Given the product [CH2:1]([O:8][C:9]1[CH:10]=[CH:11][C:12]2[NH:31][C@H:16]([C:17]3[CH:22]=[CH:21][C:20]([O:23][CH2:24][C:25]4[CH:30]=[CH:29][CH:28]=[CH:27][CH:26]=4)=[CH:19][CH:18]=3)[CH2:15][O:14][C:13]=2[CH:32]=1)[C:2]1[CH:7]=[CH:6][CH:5]=[CH:4][CH:3]=1, predict the reactants needed to synthesize it. The reactants are: [CH2:1]([O:8][C:9]1[CH:10]=[CH:11][C:12](Br)=[C:13]([CH:32]=1)[O:14][CH2:15][C@H:16]([NH2:31])[C:17]1[CH:22]=[CH:21][C:20]([O:23][CH2:24][C:25]2[CH:30]=[CH:29][CH:28]=[CH:27][CH:26]=2)=[CH:19][CH:18]=1)[C:2]1[CH:7]=[CH:6][CH:5]=[CH:4][CH:3]=1.C1(P(C2C=CC=CC=2)C2C=CC3C(=CC=CC=3)C=2C2C3C(=CC=CC=3)C=CC=2P(C2C=CC=CC=2)C2C=CC=CC=2)C=CC=CC=1.CC(C)([O-])C.[K+].O.